Dataset: Catalyst prediction with 721,799 reactions and 888 catalyst types from USPTO. Task: Predict which catalyst facilitates the given reaction. (1) Product: [NH:26]1[C:30]2[CH:31]=[C:32]([N:35]3[CH:39]([C:40]4[CH:41]=[CH:42][C:43]([CH:46]5[CH2:51][CH2:50][C:49]([F:53])([F:52])[CH2:48][CH2:47]5)=[CH:44][CH:45]=4)[C:38]([CH3:54])=[C:37]([O:55][CH3:3])[C:36]3=[O:56])[CH:33]=[CH:34][C:29]=2[N:28]=[CH:27]1. The catalyst class is: 5. Reactant: [OH-].[K+].[CH3:3]C1C=CC(S(N(N=O)C)(=O)=O)=CC=1.C(O)CO.CCOCC.[NH:26]1[C:30]2[CH:31]=[C:32]([N:35]3[CH:39]([C:40]4[CH:45]=[CH:44][C:43]([CH:46]5[CH2:51][CH2:50][C:49]([F:53])([F:52])[CH2:48][CH2:47]5)=[CH:42][CH:41]=4)[C:38]([CH3:54])=[C:37]([OH:55])[C:36]3=[O:56])[CH:33]=[CH:34][C:29]=2[N:28]=[CH:27]1. (2) Reactant: [Br:1][C:2]1[C:3]([CH3:10])=[C:4]([NH2:9])[C:5]([Cl:8])=[N:6][CH:7]=1.[Li+].C[Si]([N-][Si](C)(C)C)(C)C.[F:21][C:22]1[CH:27]=[C:26]([F:28])[CH:25]=[CH:24][C:23]=1[S:29](Cl)(=[O:31])=[O:30]. Product: [Br:1][C:2]1[C:3]([CH3:10])=[C:4]([NH:9][S:29]([C:23]2[CH:24]=[CH:25][C:26]([F:28])=[CH:27][C:22]=2[F:21])(=[O:31])=[O:30])[C:5]([Cl:8])=[N:6][CH:7]=1. The catalyst class is: 20. (3) Reactant: [F:1][C:2]1[CH:3]=[CH:4][C:5]([O:39][CH3:40])=[C:6]([C:8]2[CH:13]=[CH:12][N:11]=[C:10]3[N:14](S(C4C=CC(C)=CC=4)(=O)=O)[C:15]([C:17]4[CH2:18][CH:19]5[CH:23]([CH:24]=4)[CH2:22][C:21]4([O:28][CH2:27][CH2:26][O:25]4)[CH2:20]5)=[CH:16][C:9]=23)[CH:7]=1.[OH-].[Na+]. Product: [F:1][C:2]1[CH:3]=[CH:4][C:5]([O:39][CH3:40])=[C:6]([C:8]2[CH:13]=[CH:12][N:11]=[C:10]3[NH:14][C:15]([C:17]4[CH2:18][CH:19]5[CH:23]([CH:24]=4)[CH2:22][C:21]4([O:28][CH2:27][CH2:26][O:25]4)[CH2:20]5)=[CH:16][C:9]=23)[CH:7]=1. The catalyst class is: 5.